This data is from Reaction yield outcomes from USPTO patents with 853,638 reactions. The task is: Predict the reaction yield, written as a fraction of the theoretical maximum amount of product (1.0 means a 100% yield; for example, 0.34 means a 34% yield). (1) The reactants are [CH:1]1([N:7]([CH:19]2[CH2:24][CH2:23][CH2:22][CH2:21][CH2:20]2)[C:8](=[O:18])[NH:9][C:10]2[S:11][CH:12]=[C:13]([C:15](O)=[O:16])[N:14]=2)[CH2:6][CH2:5][CH2:4][CH2:3][CH2:2]1.[CH3:25][O:26][C:27](=[O:30])[CH2:28][NH2:29]. No catalyst specified. The product is [CH3:25][O:26][C:27](=[O:30])[CH2:28][NH:29][C:15]([C:13]1[N:14]=[C:10]([NH:9][C:8]([N:7]([CH:19]2[CH2:24][CH2:23][CH2:22][CH2:21][CH2:20]2)[CH:1]2[CH2:6][CH2:5][CH2:4][CH2:3][CH2:2]2)=[O:18])[S:11][CH:12]=1)=[O:16]. The yield is 0.300. (2) The reactants are [CH:1]([C:4]1[CH:9]=[CH:8][C:7]([NH:10][C:11]([NH:13][C:14](=[O:18])[O:15][CH2:16][CH3:17])=[S:12])=[CH:6][CH:5]=1)([CH3:3])[CH3:2].C(=O)([O-])[O-].[K+].[K+].[CH2:25](I)[CH3:26]. The catalyst is CC(C)=O. The product is [CH2:25]([S:12]/[C:11](/[NH:13][C:14](=[O:18])[O:15][CH2:16][CH3:17])=[N:10]/[C:7]1[CH:6]=[CH:5][C:4]([CH:1]([CH3:3])[CH3:2])=[CH:9][CH:8]=1)[CH3:26]. The yield is 0.930. (3) The reactants are Cl[C:2]1[CH:7]=[C:6]([N:8]2[CH2:11][C:10]([CH:13]3[CH2:15][CH2:14]3)([F:12])[CH2:9]2)[CH:5]=[C:4]([Cl:16])[N:3]=1.[CH3:17][C:18]1[NH:22][N:21]=[C:20]([NH2:23])[CH:19]=1.CC1(C)C2C=CC=C(P(C3C=CC=CC=3)C3C=CC=CC=3)C=2OC2C1=CC=CC=2P(C1C=CC=CC=1)C1C=CC=CC=1.C([O-])([O-])=O.[Na+].[Na+]. The catalyst is C1C=CC(/C=C/C(/C=C/C2C=CC=CC=2)=O)=CC=1.C1C=CC(/C=C/C(/C=C/C2C=CC=CC=2)=O)=CC=1.C1C=CC(/C=C/C(/C=C/C2C=CC=CC=2)=O)=CC=1.[Pd].[Pd].O1CCOCC1. The product is [Cl:16][C:4]1[N:3]=[C:2]([NH:23][C:20]2[NH:21][N:22]=[C:18]([CH3:17])[CH:19]=2)[CH:7]=[C:6]([N:8]2[CH2:11][C:10]([CH:13]3[CH2:15][CH2:14]3)([F:12])[CH2:9]2)[CH:5]=1. The yield is 0.370. (4) The reactants are [C:1]1([C:7]2[NH:11][CH:10]=[C:9]([CH:12]=[O:13])[CH:8]=2)[CH:6]=[CH:5][CH:4]=[CH:3][CH:2]=1.[H-].[Na+].C1OCCOCCOCCOCCOC1.[Cl:31][C:32]1[N:37]=[CH:36][C:35]([S:38](Cl)(=[O:40])=[O:39])=[CH:34][CH:33]=1. The catalyst is O1CCCC1.C(OCC)(=O)C. The product is [Cl:31][C:32]1[N:37]=[CH:36][C:35]([S:38]([N:11]2[C:7]([C:1]3[CH:6]=[CH:5][CH:4]=[CH:3][CH:2]=3)=[CH:8][C:9]([CH:12]=[O:13])=[CH:10]2)(=[O:40])=[O:39])=[CH:34][CH:33]=1. The yield is 0.730. (5) The reactants are [F:1][C:2]1[CH:3]=[C:4]([CH:15]=[CH:16][C:17]=1[NH:18][C:19]([C:21]1([C:24](=[O:33])[NH:25][C:26]2[CH:31]=[CH:30][C:29]([F:32])=[CH:28][CH:27]=2)[CH2:23][CH2:22]1)=[O:20])[O:5][C:6]1[CH:11]=[CH:10][N:9]=[C:8](C(N)=O)[CH:7]=1.O.FC(F)(F)C(OI(C1C=CC=CC=1)OC(=O)C(F)(F)F)=O.[ClH:56].C[N:58](C)C=O. The catalyst is N1C=CC=CC=1. The product is [ClH:56].[NH2:58][C:8]1[CH:7]=[C:6]([O:5][C:4]2[CH:15]=[CH:16][C:17]([NH:18][C:19]([C:21]3([C:24]([NH:25][C:26]4[CH:31]=[CH:30][C:29]([F:32])=[CH:28][CH:27]=4)=[O:33])[CH2:22][CH2:23]3)=[O:20])=[C:2]([F:1])[CH:3]=2)[CH:11]=[CH:10][N:9]=1. The yield is 0.549. (6) The reactants are [CH2:1]([N:8]1[C:16]2[C:11](=[CH:12][CH:13]=[CH:14][CH:15]=2)[C:10]([CH2:17][CH2:18][CH2:19][CH2:20][CH3:21])=[C:9]1[C:22]1[CH:31]=[CH:30][C:29]2[C:24](=[CH:25][CH:26]=[C:27]([O:32]C)[CH:28]=2)[CH:23]=1)[C:2]1[CH:7]=[CH:6][CH:5]=[CH:4][CH:3]=1.B(Br)(Br)Br. The catalyst is C(Cl)Cl.C(Cl)(Cl)Cl. The product is [CH2:1]([N:8]1[C:16]2[C:11](=[CH:12][CH:13]=[CH:14][CH:15]=2)[C:10]([CH2:17][CH2:18][CH2:19][CH2:20][CH3:21])=[C:9]1[C:22]1[CH:23]=[C:24]2[C:29](=[CH:30][CH:31]=1)[CH:28]=[C:27]([OH:32])[CH:26]=[CH:25]2)[C:2]1[CH:3]=[CH:4][CH:5]=[CH:6][CH:7]=1. The yield is 0.850.